This data is from Forward reaction prediction with 1.9M reactions from USPTO patents (1976-2016). The task is: Predict the product of the given reaction. (1) Given the reactants [CH2:1](OC1C=CC=CC=1)[CH:2]=[CH:3][C:4]1[CH:9]=[CH:8][CH:7]=[CH:6][CH:5]=1.[CH2:17]([NH:24][CH:25]([CH2:31][C:32]1[CH:37]=[CH:36][CH:35]=[CH:34][CH:33]=1)[C:26]([O:28][CH2:29][CH3:30])=[O:27])[C:18]1[CH:23]=[CH:22][CH:21]=[CH:20][CH:19]=1, predict the reaction product. The product is: [CH2:29]([O:28][C:26](=[O:27])[C@H:25]([CH2:31][C:32]1[CH:33]=[CH:34][CH:35]=[CH:36][CH:37]=1)[N:24]([CH2:17][C:18]1[CH:19]=[CH:20][CH:21]=[CH:22][CH:23]=1)[CH2:1]/[CH:2]=[CH:3]/[C:4]1[CH:9]=[CH:8][CH:7]=[CH:6][CH:5]=1)[CH3:30]. (2) Given the reactants [F:1][C:2]([F:7])([F:6])[C:3]([OH:5])=[O:4].[NH2:8][C:9]1[C:18]2[C:13](=[CH:14][C:15]([NH:19][CH:20]([C:32]3[CH:37]=[CH:36][C:35]([O:38][CH:39]([CH3:41])[CH3:40])=[C:34]([O:42][CH2:43][CH3:44])[CH:33]=3)[C:21]([N:23]([CH2:25][C:26]3[CH:31]=[CH:30][CH:29]=[CH:28][CH:27]=3)[CH3:24])=[O:22])=[CH:16][CH:17]=2)[CH:12]=[CH:11][N:10]=1.C(O)C.CO.C(NCC)C, predict the reaction product. The product is: [F:1][C:2]([F:7])([F:6])[C:3]([OH:5])=[O:4].[NH2:8][C:9]1[C:18]2[C:13](=[CH:14][C:15]([NH:19][C@H:20]([C:32]3[CH:37]=[CH:36][C:35]([O:38][CH:39]([CH3:41])[CH3:40])=[C:34]([O:42][CH2:43][CH3:44])[CH:33]=3)[C:21]([N:23]([CH2:25][C:26]3[CH:27]=[CH:28][CH:29]=[CH:30][CH:31]=3)[CH3:24])=[O:22])=[CH:16][CH:17]=2)[CH:12]=[CH:11][N:10]=1. (3) Given the reactants [Cl:1][C:2]1[CH:7]=[CH:6][CH:5]=[CH:4][C:3]=1[C@@H:8]1[CH2:10][C@H:9]1[C:11](=O)[CH3:12].N1C=CC=CC=1.Cl.[CH3:21][O:22][NH2:23], predict the reaction product. The product is: [CH3:21][O:22][N:23]=[C:11]([C@@H:9]1[CH2:10][C@H:8]1[C:3]1[CH:4]=[CH:5][CH:6]=[CH:7][C:2]=1[Cl:1])[CH3:12]. (4) Given the reactants [CH3:1][C:2]1([CH3:13])[CH2:12][C:5]2[S:6][C:7]([C:9]([OH:11])=O)=[CH:8][C:4]=2[CH2:3]1.[CH:14]([Mg]Br)=[CH2:15].[ClH:18].CCOCC, predict the reaction product. The product is: [Cl:18][CH2:14][CH2:15][C:9]([C:7]1[S:6][C:5]2[CH2:12][C:2]([CH3:1])([CH3:13])[CH2:3][C:4]=2[CH:8]=1)=[O:11]. (5) The product is: [C:1]([O:5][C@@H:6]([C:11]1[C:12]([CH3:42])=[N:13][C:14]2[N:15]([N:29]=[C:30]([C:32]3[CH:41]=[CH:40][C:39]4[CH2:38][CH2:37][CH2:36][CH2:35][C:34]=4[CH:33]=3)[CH:31]=2)[C:16]=1[C:17]1[C:18]([CH3:28])=[C:19]2[C:24](=[C:25]([F:27])[CH:26]=1)[O:23][CH2:22][CH2:21][CH2:20]2)[C:7]([OH:9])=[O:8])([CH3:4])([CH3:3])[CH3:2]. Given the reactants [C:1]([O:5][C@@H:6]([C:11]1[C:12]([CH3:42])=[N:13][C:14]2[N:15]([N:29]=[C:30]([C:32]3[CH:41]=[CH:40][C:39]4[CH2:38][CH2:37][CH2:36][CH2:35][C:34]=4[CH:33]=3)[CH:31]=2)[C:16]=1[C:17]1[C:18]([CH3:28])=[C:19]2[C:24](=[C:25]([F:27])[CH:26]=1)[O:23][CH2:22][CH2:21][CH2:20]2)[C:7]([O:9]C)=[O:8])([CH3:4])([CH3:3])[CH3:2].[OH-].[Na+], predict the reaction product. (6) Given the reactants [F:1][C:2]1[CH:11]=[C:10]2[C:5]([CH2:6][CH2:7][CH2:8][C@H:9]2[NH2:12])=[CH:4][CH:3]=1.C(N(CC)CC)C.[F:20][C:21]([F:32])([F:31])[C:22](O[C:22](=[O:23])[C:21]([F:32])([F:31])[F:20])=[O:23], predict the reaction product. The product is: [F:20][C:21]([F:32])([F:31])[C:22]([NH:12][C@H:9]1[C:10]2[C:5](=[CH:4][CH:3]=[C:2]([F:1])[CH:11]=2)[CH2:6][CH2:7][CH2:8]1)=[O:23]. (7) Given the reactants Cl[C:2]1[CH:3]=[CH:4][C:5]([CH3:14])=[C:6]([N:8]2[CH2:13][CH2:12][NH:11][CH2:10][CH2:9]2)[CH:7]=1.CC1(C)C(C)(C)OB([C:23]2[CH:32]=[CH:31][C:30]3[C:29]([CH3:34])([CH3:33])[CH2:28][CH2:27][C:26]([CH3:36])([CH3:35])[C:25]=3[CH:24]=2)O1.P([O-])([O-])([O-])=O.[K+].[K+].[K+].C1(P(C2CCCCC2)C2C=CC=CC=2C2C(C(C)C)=CC(C(C)C)=CC=2C(C)C)CCCCC1, predict the reaction product. The product is: [CH3:14][C:5]1[CH:4]=[CH:3][C:2]([C:32]2[CH:23]=[CH:24][C:25]3[C:26]([CH3:36])([CH3:35])[CH2:27][CH2:28][C:29]([CH3:34])([CH3:33])[C:30]=3[CH:31]=2)=[CH:7][C:6]=1[N:8]1[CH2:13][CH2:12][NH:11][CH2:10][CH2:9]1.